From a dataset of Reaction yield outcomes from USPTO patents with 853,638 reactions. Predict the reaction yield, written as a fraction of the theoretical maximum amount of product (1.0 means a 100% yield; for example, 0.34 means a 34% yield). (1) The reactants are [NH2:1][CH2:2][CH2:3][CH2:4][N:5]1[C:10]([C:11]2[CH:16]=[C:15]([F:17])[CH:14]=[CH:13][C:12]=2[O:18][CH3:19])=[CH:9][C:8](=[O:20])[NH:7][C:6]1=[S:21].[N:22]1([C:31]([N:33]2[CH2:36][C:35]([F:38])([F:37])[CH2:34]2)=N)C2C=CC=CC=2N=N1.C(N(CC)C(C)C)(C)C.Cl. The catalyst is CN(C=O)C.O1CCOCC1. The product is [F:37][C:35]1([F:38])[CH2:36][N:33]([C:31](=[NH:22])[NH:1][CH2:2][CH2:3][CH2:4][N:5]2[C:10]([C:11]3[CH:16]=[C:15]([F:17])[CH:14]=[CH:13][C:12]=3[O:18][CH3:19])=[CH:9][C:8](=[O:20])[NH:7][C:6]2=[S:21])[CH2:34]1. The yield is 0.330. (2) The reactants are [SH2:1].[Na].Cl[C:4]1[CH:17]=[CH:16][C:7]([C:8]([C:10]2[CH:15]=[CH:14][N:13]=[CH:12][CH:11]=2)=[O:9])=[CH:6][CH:5]=1.O. The catalyst is CN(C=O)C. The product is [SH:1][C:4]1[CH:17]=[CH:16][C:7]([C:8]([C:10]2[CH:15]=[CH:14][N:13]=[CH:12][CH:11]=2)=[O:9])=[CH:6][CH:5]=1. The yield is 0.500. (3) The reactants are Br[C:2]1[CH:3]=[C:4]2[C:8](=[CH:9][CH:10]=1)[C:7](=[O:11])[NH:6][CH2:5]2.[B:12]1([B:12]2[O:16][C:15]([CH3:18])([CH3:17])[C:14]([CH3:20])([CH3:19])[O:13]2)[O:16][C:15]([CH3:18])([CH3:17])[C:14]([CH3:20])([CH3:19])[O:13]1.CC([O-])=O.[K+]. The catalyst is O1CCOCC1. The product is [CH3:19][C:14]1([CH3:20])[C:15]([CH3:18])([CH3:17])[O:16][B:12]([C:2]2[CH:3]=[C:4]3[C:8](=[CH:9][CH:10]=2)[C:7](=[O:11])[NH:6][CH2:5]3)[O:13]1. The yield is 0.660. (4) The reactants are [NH:1]1[C:5]2[CH:6]=[CH:7][C:8]([C:10]([OH:12])=O)=[CH:9][C:4]=2[N:3]=[CH:2]1.[CH2:13]([C:20]1[CH:33]=[CH:32][C:23]2[C@@H:24]3[C@H:29]([CH2:30][CH2:31][C:22]=2[CH:21]=1)[NH:28][CH2:27][CH2:26][CH2:25]3)[C:14]1[CH:19]=[CH:18][CH:17]=[CH:16][CH:15]=1.C1(CC2C=CC3[C@@H]4[C@H](CCC=3C=2)NCCC4)CCCCC1. No catalyst specified. The product is [NH:1]1[C:5]2[CH:6]=[CH:7][C:8]([C:10]([N:28]3[C@@H:29]4[C@@H:24]([C:23]5[CH:32]=[CH:33][C:20]([CH2:13][C:14]6[CH:19]=[CH:18][CH:17]=[CH:16][CH:15]=6)=[CH:21][C:22]=5[CH2:31][CH2:30]4)[CH2:25][CH2:26][CH2:27]3)=[O:12])=[CH:9][C:4]=2[N:3]=[CH:2]1. The yield is 0.120.